This data is from Catalyst prediction with 721,799 reactions and 888 catalyst types from USPTO. The task is: Predict which catalyst facilitates the given reaction. (1) Reactant: [BH4-].[Na+].[C:3]([C:6]1[CH:11]=[CH:10][N:9]=[CH:8][CH:7]=1)(=[O:5])[CH3:4]. Product: [N:9]1[CH:10]=[CH:11][C:6]([CH:3]([OH:5])[CH3:4])=[CH:7][CH:8]=1. The catalyst class is: 8. (2) Reactant: [CH:1]([N:4]1[C:8]([C:9]2[CH:14]=[CH:13][N:12]=[C:11]([NH:15][C:16]3[CH:29]=[CH:28][C:19]([C:20]([N:22]4[CH2:26][CH2:25][C@@H:24]([OH:27])[CH2:23]4)=[O:21])=[CH:18][CH:17]=3)[N:10]=2)=[CH:7][N:6]=[C:5]1[CH3:30])([CH3:3])[CH3:2].C(Cl)Cl.[CH3:34][S:35](Cl)(=[O:37])=[O:36].O. Product: [CH3:30][C:5]1[N:4]([CH:1]([CH3:3])[CH3:2])[C:8]([C:9]2[CH:14]=[CH:13][N:12]=[C:11]([NH:15][C:16]3[CH:17]=[CH:18][C:19]([C:20]([N:22]4[CH2:26][CH2:25][C@@H:24]([O:27][S:35]([CH3:34])(=[O:37])=[O:36])[CH2:23]4)=[O:21])=[CH:28][CH:29]=3)[N:10]=2)=[CH:7][N:6]=1. The catalyst class is: 10. (3) The catalyst class is: 1. Reactant: C[O:2][C:3](=[O:32])[CH2:4][C:5]1[CH:10]=[CH:9][CH:8]=[C:7]([O:11][C:12]2[CH:17]=[CH:16][C:15]([Br:18])=[CH:14][C:13]=2[CH2:19][N:20]([CH2:25][C:26]2[CH:31]=[CH:30][CH:29]=[CH:28][CH:27]=2)[C:21]([O:23][CH3:24])=[O:22])[CH:6]=1.[OH-].[Li+].Cl. Product: [CH2:25]([N:20]([CH2:19][C:13]1[CH:14]=[C:15]([Br:18])[CH:16]=[CH:17][C:12]=1[O:11][C:7]1[CH:6]=[C:5]([CH2:4][C:3]([OH:32])=[O:2])[CH:10]=[CH:9][CH:8]=1)[C:21]([O:23][CH3:24])=[O:22])[C:26]1[CH:27]=[CH:28][CH:29]=[CH:30][CH:31]=1. (4) Reactant: Cl[C:2]1[N:7]=[C:6]([Cl:8])[C:5]([C:9]([F:12])([F:11])[F:10])=[CH:4][N:3]=1.ClCCCl.CC(O)(C)C.[NH2:22][C:23]1[CH:43]=[CH:42][C:26]([C:27]([N:29]2[CH2:34][CH2:33][N:32]([C:35]([O:37][C:38]([CH3:41])([CH3:40])[CH3:39])=[O:36])[CH2:31][CH2:30]2)=[O:28])=[CH:25][CH:24]=1.CCN(CC)CC. Product: [Cl:8][C:6]1[C:5]([C:9]([F:12])([F:11])[F:10])=[CH:4][N:3]=[C:2]([NH:22][C:23]2[CH:24]=[CH:25][C:26]([C:27]([N:29]3[CH2:30][CH2:31][N:32]([C:35]([O:37][C:38]([CH3:39])([CH3:41])[CH3:40])=[O:36])[CH2:33][CH2:34]3)=[O:28])=[CH:42][CH:43]=2)[N:7]=1. The catalyst class is: 466. (5) Reactant: [Br:1][C:2]1[CH:3]=[CH:4][C:5]2[O:10][CH2:9][C:8](=O)[NH:7][C:6]=2[C:12]=1[CH3:13].B.C1COCC1. Product: [Br:1][C:2]1[CH:3]=[CH:4][C:5]2[O:10][CH2:9][CH2:8][NH:7][C:6]=2[C:12]=1[CH3:13]. The catalyst class is: 1. (6) Reactant: [CH3:1][Si:2]([CH3:20])([CH3:19])[CH2:3][CH2:4][O:5][CH2:6][N:7]1[C:11]([C:12]([O:14]C)=[O:13])=[CH:10][C:9]2[S:16][CH:17]=[CH:18][C:8]1=2.[Li+].[OH-]. Product: [CH3:1][Si:2]([CH3:20])([CH3:19])[CH2:3][CH2:4][O:5][CH2:6][N:7]1[C:11]([C:12]([OH:14])=[O:13])=[CH:10][C:9]2[S:16][CH:17]=[CH:18][C:8]1=2. The catalyst class is: 14.